Predict the reactants needed to synthesize the given product. From a dataset of Full USPTO retrosynthesis dataset with 1.9M reactions from patents (1976-2016). (1) The reactants are: [CH2:1]([CH:8]1[O:12][C:11](=[O:13])[CH:10]=[C:9]1[OH:14])[C:2]1[CH:7]=[CH:6][CH:5]=[CH:4][CH:3]=1.[CH:15](=O)[C:16]1[CH:21]=[CH:20][CH:19]=[CH:18][CH:17]=1.[F:23][C:24]1[CH:32]=[C:31]2[C:27]([C:28]([CH2:33][CH2:34][NH:35][C:36](=[O:38])[CH3:37])=[CH:29][NH:30]2)=[CH:26][CH:25]=1. Given the product [CH2:1]([CH:8]1[O:12][C:11](=[O:13])[C:10]([CH:15]([C:16]2[CH:21]=[CH:20][CH:19]=[CH:18][CH:17]=2)[C:29]2[NH:30][C:31]3[C:27]([C:28]=2[CH2:33][CH2:34][NH:35][C:36](=[O:38])[CH3:37])=[CH:26][CH:25]=[C:24]([F:23])[CH:32]=3)=[C:9]1[OH:14])[C:2]1[CH:3]=[CH:4][CH:5]=[CH:6][CH:7]=1, predict the reactants needed to synthesize it. (2) Given the product [CH2:31]([O:30][CH:5]([CH2:6][C:7]1[CH:12]=[CH:11][C:10]([O:13][CH2:14][CH2:15][CH2:16][C:17]2[N:18]=[C:19]([C:23]3[CH:24]=[CH:25][CH:26]=[CH:27][CH:28]=3)[O:20][C:21]=2[CH3:22])=[CH:9][C:8]=1[CH3:29])[C:4]([OH:33])=[O:3])[CH3:32], predict the reactants needed to synthesize it. The reactants are: C([O:3][C:4](=[O:33])[CH:5]([O:30][CH2:31][CH3:32])[CH2:6][C:7]1[CH:12]=[CH:11][C:10]([O:13][CH2:14][CH2:15][CH2:16][C:17]2[N:18]=[C:19]([C:23]3[CH:28]=[CH:27][CH:26]=[CH:25][CH:24]=3)[O:20][C:21]=2[CH3:22])=[CH:9][C:8]=1[CH3:29])C.[Li+].[OH-]. (3) Given the product [NH2:1][C:4]1[CH:5]=[C:6]([CH2:10][CH2:11][N:12]2[CH2:17][CH2:16][N:15]([C:25](=[O:27])[CH3:26])[CH2:14][CH2:13]2)[CH:7]=[CH:8][CH:9]=1, predict the reactants needed to synthesize it. The reactants are: [N+:1]([C:4]1[CH:5]=[C:6]([CH2:10][CH2:11][N:12]2[CH2:17][CH2:16][NH:15][CH2:14][CH2:13]2)[CH:7]=[CH:8][CH:9]=1)([O-])=O.C(N(CC)CC)C.[C:25](Cl)(=[O:27])[CH3:26]. (4) Given the product [C:1]([C:3]1[CH:8]=[CH:7][C:6]([O:9][CH2:17][CH2:18][CH2:19][CH2:20][CH2:21][CH2:22][CH2:23][CH2:24][CH2:25][OH:26])=[CH:5][CH:4]=1)#[N:2], predict the reactants needed to synthesize it. The reactants are: [C:1]([C:3]1[CH:8]=[CH:7][C:6]([OH:9])=[CH:5][CH:4]=1)#[N:2].C([O-])([O-])=O.[K+].[K+].Br[CH2:17][CH2:18][CH2:19][CH2:20][CH2:21][CH2:22][CH2:23][CH2:24][CH2:25][OH:26].O.